This data is from Catalyst prediction with 721,799 reactions and 888 catalyst types from USPTO. The task is: Predict which catalyst facilitates the given reaction. (1) Reactant: [NH:1]1[CH2:5][CH2:4][CH2:3][CH2:2]1.[CH2:6]([O:13][N:14]1[C:23](=[O:24])[C:22]2[C:17](=[CH:18][C:19](F)=[C:20]([F:25])[CH:21]=2)[N:16]([CH2:27][CH2:28][F:29])[C:15]1=[O:30])[C:7]1[CH:12]=[CH:11][CH:10]=[CH:9][CH:8]=1.C(N(CC)CC)C. Product: [CH2:6]([O:13][N:14]1[C:23](=[O:24])[C:22]2[C:17](=[CH:18][C:19]([N:1]3[CH2:5][CH2:4][CH2:3][CH2:2]3)=[C:20]([F:25])[CH:21]=2)[N:16]([CH2:27][CH2:28][F:29])[C:15]1=[O:30])[C:7]1[CH:12]=[CH:11][CH:10]=[CH:9][CH:8]=1. The catalyst class is: 10. (2) Reactant: [Cl:1][C:2]1[CH:7]=[CH:6][C:5]([CH:8]([CH3:11])[C:9]#[N:10])=[C:4]([C:12]#[C:13][Si](C)(C)C)[CH:3]=1.[OH-].[Na+].Cl. Product: [Cl:1][C:2]1[CH:7]=[CH:6][C:5]([CH:8]([CH3:11])[C:9]#[N:10])=[C:4]([C:12]#[CH:13])[CH:3]=1. The catalyst class is: 1.